This data is from Catalyst prediction with 721,799 reactions and 888 catalyst types from USPTO. The task is: Predict which catalyst facilitates the given reaction. (1) Reactant: Cl.[C:2]([C:4]1[CH:5]=[C:6]([CH:24]=[CH:25][CH:26]=1)[C:7]([NH:9][CH2:10][C:11]1[CH:16]=[N:15][C:14]([CH3:17])=[C:13]2[O:18]C(C)(C)[O:20][CH2:21][C:12]=12)=[O:8])#[N:3].[NH3:27].CO. Product: [OH-:8].[NH4+:3].[C:2]([C:4]1[CH:5]=[C:6]([CH:24]=[CH:25][CH:26]=1)[C:7]([NH:9][CH2:10][C:11]1[CH:16]=[N:15][C:14]([CH3:17])=[C:13]([OH:18])[C:12]=1[CH2:21][OH:20])=[O:8])(=[NH:3])[NH2:27].[C:7]([NH2:9])(=[O:8])[C:6]1[CH:24]=[CH:25][CH:26]=[CH:4][CH:5]=1. The catalyst class is: 40. (2) Reactant: C([SiH](CC)CC)C.[N+:8]([C:11]1[CH:12]=[C:13]([C:17]2([C:20]([NH2:22])=[O:21])[CH2:19][CH2:18]2)[CH:14]=[CH:15][CH:16]=1)([O-])=O. Product: [NH2:8][C:11]1[CH:12]=[C:13]([C:17]2([C:20]([NH2:22])=[O:21])[CH2:19][CH2:18]2)[CH:14]=[CH:15][CH:16]=1. The catalyst class is: 19.